This data is from Full USPTO retrosynthesis dataset with 1.9M reactions from patents (1976-2016). The task is: Predict the reactants needed to synthesize the given product. (1) Given the product [Cl:38][C:19]1[C:18]2=[N:17][N:16]([C:10]3[CH:15]=[CH:14][CH:13]=[CH:12][CH:11]=3)[C:28]([CH2:29][CH2:30][CH:31]3[CH2:32][CH2:33][NH:34][CH2:35][CH2:36]3)=[C:27]2[C:26]2[CH:25]=[CH:24][CH:23]=[CH:22][C:21]=2[N:20]=1, predict the reactants needed to synthesize it. The reactants are: S(Cl)(Cl)=O.CN(C=O)C.[C:10]1([N:16]2[C:28]([CH2:29][CH2:30][CH:31]3[CH2:36][CH2:35][NH:34][CH2:33][CH2:32]3)=[C:27]3[C:18]([C:19](=O)[NH:20][C:21]4[CH:22]=[CH:23][CH:24]=[CH:25][C:26]=43)=[N:17]2)[CH:15]=[CH:14][CH:13]=[CH:12][CH:11]=1.[Cl:38]CCl. (2) Given the product [F:40][C:37]1[CH:36]=[CH:35][C:34]([C:33]([NH:32][CH:29]2[CH2:30][CH2:31][N:26]([C:24](=[O:25])[C@@H:23]([NH:22][C:14](=[O:15])[C@@H:13]([CH2:12][N:9]([CH:10]=[O:11])[OH:8])[CH2:17][CH:18]([CH3:20])[CH3:19])[C:42]([CH3:45])([CH3:44])[CH3:43])[CH2:27][CH2:28]2)=[O:41])=[CH:39][CH:38]=1, predict the reactants needed to synthesize it. The reactants are: C([O:8][N:9]([CH2:12][C@@H:13]([CH2:17][CH:18]([CH3:20])[CH3:19])[C:14](O)=[O:15])[CH:10]=[O:11])C1C=CC=CC=1.Cl.[NH2:22][C@@H:23]([C:42]([CH3:45])([CH3:44])[CH3:43])[C:24]([N:26]1[CH2:31][CH2:30][CH:29]([NH:32][C:33](=[O:41])[C:34]2[CH:39]=[CH:38][C:37]([F:40])=[CH:36][CH:35]=2)[CH2:28][CH2:27]1)=[O:25]. (3) Given the product [C:6]1([NH:5][C:15]([C:17]2[N:21]3[N:22]=[C:23]([Cl:27])[C:24]([CH3:26])=[CH:25][C:20]3=[N:19][CH:18]=2)=[O:14])[CH:11]=[CH:10][CH:9]=[CH:8][CH:7]=1, predict the reactants needed to synthesize it. The reactants are: C[Al](C)C.[NH2:5][C:6]1[CH:11]=[CH:10][CH:9]=[CH:8][CH:7]=1.C([O:14][C:15]([C:17]1[N:21]2[N:22]=[C:23]([Cl:27])[C:24]([CH3:26])=[CH:25][C:20]2=[N:19][CH:18]=1)=O)C. (4) Given the product [F:31][C:14]1([F:13])[O:18][C:17]2[CH:19]=[CH:20][C:21]([C:23]3[NH:12][C:11]4[N:10]([N:9]=[CH:8][C:7]=4[C:2]4[CH:3]=[CH:4][CH:5]=[CH:6][N:1]=4)[C:25](=[O:26])[CH:24]=3)=[CH:22][C:16]=2[O:15]1, predict the reactants needed to synthesize it. The reactants are: [N:1]1[CH:6]=[CH:5][CH:4]=[CH:3][C:2]=1[C:7]1[CH:8]=[N:9][NH:10][C:11]=1[NH2:12].[F:13][C:14]1([F:31])[O:18][C:17]2[CH:19]=[CH:20][C:21]([C:23](=O)[CH2:24][C:25](OCC)=[O:26])=[CH:22][C:16]=2[O:15]1.CC1C=CC(S(O)(=O)=O)=CC=1. (5) Given the product [O:13]=[C:12]([CH3:14])[CH2:10][CH2:11][N:9]([C@H:7]([C:1]1[CH:6]=[CH:5][CH:4]=[CH:3][CH:2]=1)[CH3:8])[C:20](=[O:21])[O:19][C:16]([CH3:18])([CH3:17])[CH3:15], predict the reactants needed to synthesize it. The reactants are: [C:1]1([C@@H:7]([NH2:9])[CH3:8])[CH:6]=[CH:5][CH:4]=[CH:3][CH:2]=1.[CH:10]([C:12]([CH3:14])=[O:13])=[CH2:11].[CH3:15][C:16]([O:19][C:20](O[C:20]([O:19][C:16]([CH3:18])([CH3:17])[CH3:15])=[O:21])=[O:21])([CH3:18])[CH3:17]. (6) Given the product [Br:12][CH2:13][C:14]([N:3]([CH2:1][CH3:2])[C:4]1[CH:9]=[CH:8][C:7]([CH2:10][CH3:11])=[CH:6][CH:5]=1)=[O:16], predict the reactants needed to synthesize it. The reactants are: [CH2:1]([NH:3][C:4]1[CH:9]=[CH:8][C:7]([CH2:10][CH3:11])=[CH:6][CH:5]=1)[CH3:2].[Br:12][CH2:13][C:14]([OH:16])=O.C(Cl)CCl. (7) Given the product [NH2:1][C:4]1[CH:9]=[CH:8][C:7]([C:10]2[CH:14]=[CH:13][NH:12][C:11]=2[C:15]([O:17][CH3:18])=[O:16])=[CH:6][CH:5]=1, predict the reactants needed to synthesize it. The reactants are: [N+:1]([C:4]1[CH:9]=[CH:8][C:7]([C:10]2[CH:14]=[CH:13][NH:12][C:11]=2[C:15]([O:17][CH3:18])=[O:16])=[CH:6][CH:5]=1)([O-])=O.[H][H]. (8) The reactants are: [CH3:1][C:2]1[CH:16]=[CH:15][C:5]([C:6]([C:8]2[CH:13]=[CH:12][C:11]([CH3:14])=[CH:10][CH:9]=2)=O)=[CH:4][CH:3]=1.O1[CH2:21][CH2:20][CH2:19][CH2:18]1.Cl.[CH2:23](OCC)C. Given the product [C:11]1([CH3:14])[CH:12]=[CH:13][C:8]([C:6]([C:5]2[CH:15]=[CH:16][C:2]([CH3:1])=[CH:3][CH:4]=2)=[C:18]2[CH:23]=[CH:21][CH:20]=[CH:19]2)=[CH:9][CH:10]=1, predict the reactants needed to synthesize it. (9) Given the product [Br:22][C:23]1[CH:28]=[CH:27][CH:26]=[CH:25][C:24]=1[NH:29][C:30]([NH:20][C:15]1[CH:16]=[CH:17][C:18]([Cl:19])=[C:13]([S:10]([NH:9][CH2:8][CH2:7][O:6][CH3:5])(=[O:12])=[O:11])[C:14]=1[OH:21])=[O:31], predict the reactants needed to synthesize it. The reactants are: NC(N)=O.[CH3:5][O:6][CH2:7][CH2:8][NH:9][S:10]([C:13]1[C:18]([Cl:19])=[CH:17][CH:16]=[C:15]([NH2:20])[C:14]=1[OH:21])(=[O:12])=[O:11].[Br:22][C:23]1[CH:28]=[CH:27][CH:26]=[CH:25][C:24]=1[N:29]=[C:30]=[O:31].